The task is: Predict the reactants needed to synthesize the given product.. This data is from Full USPTO retrosynthesis dataset with 1.9M reactions from patents (1976-2016). (1) Given the product [CH3:25][O:26][C:27]1[CH:28]=[C:29]([NH:35][C:36]([N:15]2[CH2:16][CH2:17][N:12]([C:10]3[S:9][N:8]=[C:7]([C:1]4[CH:2]=[CH:3][CH:4]=[CH:5][CH:6]=4)[N:11]=3)[CH2:13][CH2:14]2)=[O:37])[CH:30]=[CH:31][C:32]=1[O:33][CH3:34], predict the reactants needed to synthesize it. The reactants are: [C:1]1([C:7]2[N:11]=[C:10]([N:12]3[CH2:17][CH2:16][NH:15][CH2:14][CH2:13]3)[S:9][N:8]=2)[CH:6]=[CH:5][CH:4]=[CH:3][CH:2]=1.C(N(CC)CC)C.[CH3:25][O:26][C:27]1[CH:28]=[C:29]([N:35]=[C:36]=[O:37])[CH:30]=[CH:31][C:32]=1[O:33][CH3:34]. (2) The reactants are: [CH3:1][C:2]1[CH:7]=[C:6]([N:8]2[CH2:12][CH2:11][CH:10]([N:13]3[CH2:17][CH2:16][CH2:15][CH:14]3[CH3:18])[CH2:9]2)[CH:5]=[CH:4][C:3]=1[NH2:19].[N:20]1([C:25]2[CH:33]=[CH:32][C:28]([C:29](O)=[O:30])=[CH:27][N:26]=2)[CH:24]=[CH:23][CH:22]=[N:21]1. Given the product [CH3:1][C:2]1[CH:7]=[C:6]([N:8]2[CH2:12][CH2:11][CH:10]([N:13]3[CH2:17][CH2:16][CH2:15][CH:14]3[CH3:18])[CH2:9]2)[CH:5]=[CH:4][C:3]=1[NH:19][C:29](=[O:30])[C:28]1[CH:32]=[CH:33][C:25]([N:20]2[CH:24]=[CH:23][CH:22]=[N:21]2)=[N:26][CH:27]=1, predict the reactants needed to synthesize it. (3) Given the product [C:16]1([CH2:15][CH2:14][CH2:13][CH2:12][CH2:11][CH2:10][C:9]([C:22]2[O:23][C:24]([C:27]3[S:31][C:30]([C:32]([O:34][CH3:35])=[O:33])=[CH:29][CH:28]=3)=[CH:25][N:26]=2)=[O:8])[CH:17]=[CH:18][CH:19]=[CH:20][CH:21]=1, predict the reactants needed to synthesize it. The reactants are: [Si]([O:8][CH:9]([C:22]1[O:23][C:24]([C:27]2[S:31][C:30]([C:32]([O:34][CH3:35])=[O:33])=[CH:29][CH:28]=2)=[CH:25][N:26]=1)[CH2:10][CH2:11][CH2:12][CH2:13][CH2:14][CH2:15][C:16]1[CH:21]=[CH:20][CH:19]=[CH:18][CH:17]=1)(C(C)(C)C)(C)C.[Si](OC(C1OC([Sn](CCCC)(CCCC)CCCC)=CN=1)CCCCCCC1C=CC=CC=1)(C(C)(C)C)(C)C.BrC1SC(C(OC)=O)=CC=1. (4) Given the product [Cl:13][C:14]1[CH:19]=[C:18]([Cl:20])[CH:17]=[CH:16][C:15]=1[CH2:21][CH2:22][NH:23][C:24]1[N:29]=[C:28]([O:30][CH3:31])[N:27]=[C:26]([C:32]2[CH:33]=[C:34]([C:38]([CH3:43])([CH3:42])[C:39]([NH:49][S:46]([CH2:44][CH3:45])(=[O:48])=[O:47])=[O:41])[CH:35]=[CH:36][CH:37]=2)[CH:25]=1, predict the reactants needed to synthesize it. The reactants are: CCN=C=NCCCN(C)C.Cl.[Cl:13][C:14]1[CH:19]=[C:18]([Cl:20])[CH:17]=[CH:16][C:15]=1[CH2:21][CH2:22][NH:23][C:24]1[N:29]=[C:28]([O:30][CH3:31])[N:27]=[C:26]([C:32]2[CH:33]=[C:34]([C:38]([CH3:43])([CH3:42])[C:39]([OH:41])=O)[CH:35]=[CH:36][CH:37]=2)[CH:25]=1.[CH2:44]([S:46]([NH2:49])(=[O:48])=[O:47])[CH3:45]. (5) Given the product [Cl:16][C:12]1[N:11]=[CH:10][C:9]([NH:7][CH3:6])=[C:14]([I:15])[CH:13]=1, predict the reactants needed to synthesize it. The reactants are: C(O[C:6](=O)[N:7]([C:9]1[CH:10]=[N:11][C:12]([Cl:16])=[CH:13][C:14]=1[I:15])C)(C)(C)C.FC(F)(F)C(O)=O. (6) Given the product [C:1]([O:5][C:6]([N:8]1[CH2:18][CH:17]2[CH2:19][CH:10]([C:11]3[CH:12]=[C:13]4[C:14](=[CH:15][C:16]=32)[N:20]=[C:26]([CH3:27])[N:21]4[CH2:22][CH:23]([CH3:25])[CH3:24])[CH2:9]1)=[O:7])([CH3:4])([CH3:3])[CH3:2], predict the reactants needed to synthesize it. The reactants are: [C:1]([O:5][C:6]([N:8]1[CH2:18][CH:17]2[CH2:19][CH:10]([C:11]3[CH:12]=[C:13]([NH:21][CH2:22][CH:23]([CH3:25])[CH3:24])[C:14]([NH2:20])=[CH:15][C:16]=32)[CH2:9]1)=[O:7])([CH3:4])([CH3:3])[CH3:2].[CH3:26][C:27](O)=O.CO.C(Cl)Cl.